Dataset: Catalyst prediction with 721,799 reactions and 888 catalyst types from USPTO. Task: Predict which catalyst facilitates the given reaction. (1) Reactant: [CH:1]([N:4]1[CH2:7][CH:6]([CH2:8][O:9][C:10]2[CH:15]=[CH:14][C:13]([C:16]3([C:22]#[N:23])[CH2:21][CH2:20][O:19][CH2:18][CH2:17]3)=[CH:12][CH:11]=2)[CH2:5]1)([CH3:3])[CH3:2].[H-].[Al+3].[Li+].[H-].[H-].[H-]. Product: [CH:1]([N:4]1[CH2:7][CH:6]([CH2:8][O:9][C:10]2[CH:15]=[CH:14][C:13]([C:16]3([CH2:22][NH2:23])[CH2:21][CH2:20][O:19][CH2:18][CH2:17]3)=[CH:12][CH:11]=2)[CH2:5]1)([CH3:3])[CH3:2]. The catalyst class is: 1. (2) Reactant: C[Si]([N:5]=[C:6]=[O:7])(C)C.[CH2:8]([O:10][C:11]([C:13]1[C:18]([O:19][CH2:20][CH3:21])=[C:17]([N:22]2[CH2:27][CH2:26][O:25][CH2:24][CH2:23]2)[N:16]=[C:15]([C:28]2[CH:33]=[CH:32][C:31]([NH2:34])=[CH:30][CH:29]=2)[N:14]=1)=[O:12])[CH3:9]. Product: [CH2:8]([O:10][C:11]([C:13]1[C:18]([O:19][CH2:20][CH3:21])=[C:17]([N:22]2[CH2:23][CH2:24][O:25][CH2:26][CH2:27]2)[N:16]=[C:15]([C:28]2[CH:29]=[CH:30][C:31]([NH:34][C:6]([NH2:5])=[O:7])=[CH:32][CH:33]=2)[N:14]=1)=[O:12])[CH3:9]. The catalyst class is: 1. (3) The catalyst class is: 536. Product: [CH3:15][O:14][C:11]1[CH:12]=[CH:13][C:8]([N:1]2[CH2:5][CH2:4][CH2:3][C:2]2=[O:6])=[CH:9][CH:10]=1. Reactant: [NH:1]1[CH2:5][CH2:4][CH2:3][C:2]1=[O:6].I[C:8]1[CH:13]=[CH:12][C:11]([O:14][CH3:15])=[CH:10][CH:9]=1.C(=O)([O-])[O-].[K+].[K+]. (4) Reactant: [Cl:1][C:2]1[CH:27]=[C:26]([C:28]#[N:29])[CH:25]=[CH:24][C:3]=1[CH2:4][NH:5][C:6]([C:8]1[C:9]2[CH:10]=[N:11][N:12]([C:17]3[CH:22]=[CH:21][C:20]([F:23])=[CH:19][CH:18]=3)[C:13]=2[CH:14]=[CH:15][CH:16]=1)=[O:7].[OH-:30].[K+].OO.O. Product: [C:28]([C:26]1[CH:25]=[CH:24][C:3]([CH2:4][NH:5][C:6]([C:8]2[C:9]3[CH:10]=[N:11][N:12]([C:17]4[CH:22]=[CH:21][C:20]([F:23])=[CH:19][CH:18]=4)[C:13]=3[CH:14]=[CH:15][CH:16]=2)=[O:7])=[C:2]([Cl:1])[CH:27]=1)(=[O:30])[NH2:29]. The catalyst class is: 40.